From a dataset of Full USPTO retrosynthesis dataset with 1.9M reactions from patents (1976-2016). Predict the reactants needed to synthesize the given product. (1) Given the product [CH3:55][N:54]([CH3:56])[CH:51]1[CH2:52][CH2:53][N:49]([C@H:47]2[CH2:46][C@H:45]([O:16][C:13]3[CH:14]=[CH:15][C:10]([C:2]4[S:3][C:4]5[CH2:5][NH:6][CH2:7][CH2:8][C:9]=5[N:1]=4)=[CH:11][CH:12]=3)[CH2:48]2)[CH2:50]1, predict the reactants needed to synthesize it. The reactants are: [N:1]1[C:9]2[CH2:8][CH2:7][NH:6][CH2:5][C:4]=2[S:3][C:2]=1[C:10]1[CH:15]=[CH:14][C:13]([OH:16])=[CH:12][CH:11]=1.C1OCCOCCOCCOCCOC1.[H-].[Na+].BrC1C=CC(S(O[C@H:45]2[CH2:48][C@@H:47]([N:49]3[CH2:53][CH2:52][CH:51]([N:54]([CH3:56])[CH3:55])[CH2:50]3)[CH2:46]2)(=O)=O)=CC=1. (2) Given the product [Cl:12][C:11]1[C:10]([Cl:40])=[C:9]2[C:4]([CH2:5][CH2:36][C:35](=[O:38])[NH:8]2)=[CH:3][C:2]=1[B:25]1[O:26][C:27]([CH3:32])([CH3:33])[C:28]([CH3:30])([CH3:31])[O:29]1, predict the reactants needed to synthesize it. The reactants are: Br[C:2]1[CH:3]=[C:4]2[C:9](=[CH:10][C:11]=1[Cl:12])[N:8]1C(C)=NN=C1C[CH2:5]2.[CH3:32][C:27]1([CH3:33])[C:28]([CH3:31])([CH3:30])[O:29][B:25]([B:25]2[O:29][C:28]([CH3:31])([CH3:30])[C:27]([CH3:33])([CH3:32])[O:26]2)[O:26]1.[C:35]([O-:38])(=O)[CH3:36].[K+].[Cl:40]CCl. (3) Given the product [C:9]([C:8]1[NH:7][C:2]2[C:1]([CH:14]=1)=[CH:6][CH:5]=[CH:4][CH:3]=2)([CH3:12])([CH3:11])[CH3:10], predict the reactants needed to synthesize it. The reactants are: [C:1]1([CH3:14])[CH:6]=[CH:5][CH:4]=[CH:3][C:2]=1[NH:7][C:8](=O)[C:9]([CH3:12])([CH3:11])[CH3:10].C([Li])CCC.[Cl-].[NH4+]. (4) Given the product [Br:9][C:5]1[C:6]([Cl:8])=[CH:7][C:2]2[N:1]=[CH:13][O:10][C:3]=2[CH:4]=1, predict the reactants needed to synthesize it. The reactants are: [NH2:1][C:2]1[CH:7]=[C:6]([Cl:8])[C:5]([Br:9])=[CH:4][C:3]=1[OH:10].[Yb+3].F[C:13](F)(F)S([O-])(=O)=O.FC(F)(F)S([O-])(=O)=O.FC(F)(F)S([O-])(=O)=O.C(OC)(OC)OC. (5) Given the product [F:16][C:17]1[C:22]([F:23])=[CH:21][CH:20]=[CH:19][C:18]=1[C:24]1[CH:29]=[CH:28][CH:27]=[C:26]([N:30]2[CH2:31][CH2:32][N:33]([C:8]([NH:7][C:6]3[N:2]([CH3:1])[N:3]=[CH:4][CH:5]=3)=[O:15])[CH2:34][CH2:35]2)[CH:25]=1, predict the reactants needed to synthesize it. The reactants are: [CH3:1][N:2]1[C:6]([NH:7][C:8](=[O:15])OCC(Cl)(Cl)Cl)=[CH:5][CH:4]=[N:3]1.[F:16][C:17]1[C:22]([F:23])=[CH:21][CH:20]=[CH:19][C:18]=1[C:24]1[CH:29]=[CH:28][CH:27]=[C:26]([N:30]2[CH2:35][CH2:34][NH:33][CH2:32][CH2:31]2)[CH:25]=1. (6) The reactants are: [CH3:1][C@@H:2]([O:6][C:7]1[N:15]=[C:14]2[C:10]([N:11]=[C:12]([O:22][CH3:23])[N:13]2C2CCCCO2)=[C:9]([NH2:24])[N:8]=1)[CH2:3][CH2:4][CH3:5].[F:25][C:26]([F:31])([F:30])[C:27]([OH:29])=[O:28]. Given the product [F:25][C:26]([F:31])([F:30])[C:27]([OH:29])=[O:28].[CH3:1][C@@H:2]([O:6][C:7]1[NH:8][C:9]([NH2:24])=[C:10]2[C:14]([N:15]=1)=[N:13][C:12]([O:22][CH3:23])=[N:11]2)[CH2:3][CH2:4][CH3:5], predict the reactants needed to synthesize it.